Task: Predict the reaction yield, written as a fraction of the theoretical maximum amount of product (1.0 means a 100% yield; for example, 0.34 means a 34% yield).. Dataset: Reaction yield outcomes from USPTO patents with 853,638 reactions (1) The reactants are [NH2:1][C:2]1[C:7]2[C:8]([C:11]3[CH:16]=[CH:15][C:14]([NH:17][C:18]([C:20]4[N:21]([CH3:29])[C:22]5[C:27]([CH:28]=4)=[CH:26][CH:25]=[CH:24][CH:23]=5)=[O:19])=[C:13]([O:30][CH3:31])[CH:12]=3)=[CH:9][S:10][C:6]=2[C:5](/[CH:32]=[CH:33]/[CH2:34][CH2:35][O:36]C2CCCCO2)=[CH:4][N:3]=1.O.C1(C)C=CC(S(O)(=O)=O)=CC=1. The catalyst is CO. The product is [NH2:1][C:2]1[C:7]2[C:8]([C:11]3[CH:16]=[CH:15][C:14]([NH:17][C:18]([C:20]4[N:21]([CH3:29])[C:22]5[C:27]([CH:28]=4)=[CH:26][CH:25]=[CH:24][CH:23]=5)=[O:19])=[C:13]([O:30][CH3:31])[CH:12]=3)=[CH:9][S:10][C:6]=2[C:5](/[CH:32]=[CH:33]/[CH2:34][CH2:35][OH:36])=[CH:4][N:3]=1. The yield is 0.770. (2) The reactants are [N:1]1([C:7]([N:9]2[CH2:15][C:14]3[CH:16]=[CH:17][C:18]([C:20]([O:22]C)=O)=[CH:19][C:13]=3[O:12][CH2:11][C@@H:10]2[C:24]2[CH:29]=[CH:28][C:27]([CH3:30])=[CH:26][CH:25]=2)=[O:8])[CH2:6][CH2:5][O:4][CH2:3][CH2:2]1.[NH2:31][OH:32].[OH-].[Na+]. The catalyst is C1COCC1.CO. The product is [OH:32][NH:31][C:20]([C:18]1[CH:17]=[CH:16][C:14]2[CH2:15][N:9]([C:7]([N:1]3[CH2:2][CH2:3][O:4][CH2:5][CH2:6]3)=[O:8])[C@@H:10]([C:24]3[CH:25]=[CH:26][C:27]([CH3:30])=[CH:28][CH:29]=3)[CH2:11][O:12][C:13]=2[CH:19]=1)=[O:22]. The yield is 0.378. (3) The reactants are [NH2:1][C:2]([CH3:6])([CH3:5])[CH2:3][OH:4].[C:7]([NH:10][C:11]1[S:12][C:13]([S:17](Cl)(=[O:19])=[O:18])=[C:14]([CH3:16])[N:15]=1)(=[O:9])[CH3:8].C(N(CC)CC)C.O. The catalyst is O1CCOCC1. The product is [OH:4][CH2:3][C:2]([NH:1][S:17]([C:13]1[S:12][C:11]([NH:10][C:7](=[O:9])[CH3:8])=[N:15][C:14]=1[CH3:16])(=[O:18])=[O:19])([CH3:6])[CH3:5]. The yield is 0.320. (4) The reactants are [B:1]([C:4]1[CH:16]=[CH:15][C:7]([O:8][CH2:9][CH2:10][CH2:11][C:12]([OH:14])=[O:13])=[CH:6][CH:5]=1)([OH:3])[OH:2].C(=O)(O)[O-].[K+].[CH2:22](Br)[C:23]1[CH:28]=[CH:27][CH:26]=[CH:25][CH:24]=1. The catalyst is CN(C=O)C. The product is [CH2:22]([O:13][C:12]([CH2:11][CH2:10][CH2:9][O:8][C:7]1[CH:6]=[CH:5][C:4]([B:1]([OH:3])[OH:2])=[CH:16][CH:15]=1)=[O:14])[C:23]1[CH:28]=[CH:27][CH:26]=[CH:25][CH:24]=1. The yield is 0.280. (5) The reactants are [CH2:1]([N:8]1[C:16]2[C:11](=[CH:12][C:13](Br)=[CH:14][CH:15]=2)[CH:10]=[CH:9]1)[C:2]1[CH:7]=[CH:6][CH:5]=[CH:4][CH:3]=1.[C:18]([C:21]1[CH:26]=[CH:25][C:24](B(O)O)=[CH:23][CH:22]=1)(=[O:20])[CH3:19].ClCCl.C(=O)([O-])[O-].[K+].[K+]. The catalyst is O1CCOCC1.O.C1C=CC(P(C2C=CC=CC=2)[C-]2C=CC=C2)=CC=1.C1C=CC(P(C2C=CC=CC=2)[C-]2C=CC=C2)=CC=1.Cl[Pd]Cl.[Fe+2]. The product is [CH2:1]([N:8]1[C:16]2[C:11](=[CH:12][C:13]([C:24]3[CH:25]=[CH:26][C:21]([C:18](=[O:20])[CH3:19])=[CH:22][CH:23]=3)=[CH:14][CH:15]=2)[CH:10]=[CH:9]1)[C:2]1[CH:7]=[CH:6][CH:5]=[CH:4][CH:3]=1. The yield is 0.230. (6) The reactants are [NH:1]1[CH2:4][CH:3]([NH:5][C:6]2[N:7]=[N:8][CH:9]=[CH:10][CH:11]=2)[CH2:2]1.[F:12][C:13]1[CH:21]=[CH:20][C:19]([CH:22]=[O:23])=[CH:18][C:14]=1[C:15](O)=[O:16].F[P-](F)(F)(F)(F)F.N1(OC(N(C)C)=[N+](C)C)C2C=CC=CC=2N=N1.C(N(CC)C(C)C)(C)C. No catalyst specified. The product is [F:12][C:13]1[CH:21]=[CH:20][C:19]([CH:22]=[O:23])=[CH:18][C:14]=1[C:15]([N:1]1[CH2:2][CH:3]([NH:5][C:6]2[N:7]=[N:8][CH:9]=[CH:10][CH:11]=2)[CH2:4]1)=[O:16]. The yield is 0.510.